Dataset: Catalyst prediction with 721,799 reactions and 888 catalyst types from USPTO. Task: Predict which catalyst facilitates the given reaction. (1) Reactant: Cl[C:2]1[N:6]([C:7]2[CH:12]=[CH:11][CH:10]=[CH:9][CH:8]=2)[N:5]=[C:4]([CH3:13])[C:3]=1[CH:14]=[O:15].[C:16]([O:20][C:21]([N:23]1[CH2:28][CH2:27][NH:26][CH2:25][CH2:24]1)=[O:22])([CH3:19])([CH3:18])[CH3:17].C(=O)([O-])[O-].[K+].[K+]. Product: [C:16]([O:20][C:21]([N:23]1[CH2:28][CH2:27][N:26]([C:2]2[N:6]([C:7]3[CH:12]=[CH:11][CH:10]=[CH:9][CH:8]=3)[N:5]=[C:4]([CH3:13])[C:3]=2[CH:14]=[O:15])[CH2:25][CH2:24]1)=[O:22])([CH3:19])([CH3:17])[CH3:18]. The catalyst class is: 9. (2) Reactant: [Cl:1][C:2]1[CH:7]=[CH:6][CH:5]=[CH:4][C:3]=1[C:8]1[O:9][C:10]2[C:15]([C:16](=[O:18])[CH:17]=1)=[C:14]([O:19][CH3:20])[CH:13]=[C:12]([O:21][CH3:22])[C:11]=2[C@@H:23]1[CH2:27][CH2:26][N:25]([C:28]2[CH:33]=[CH:32][C:31]([O:34][CH3:35])=[CH:30][CH:29]=2)[C@H:24]1[CH2:36][O:37]C(=O)C.[OH-].[Na+]. Product: [Cl:1][C:2]1[CH:7]=[CH:6][CH:5]=[CH:4][C:3]=1[C:8]1[O:9][C:10]2[C:15]([C:16](=[O:18])[CH:17]=1)=[C:14]([O:19][CH3:20])[CH:13]=[C:12]([O:21][CH3:22])[C:11]=2[C@@H:23]1[CH2:27][CH2:26][N:25]([C:28]2[CH:29]=[CH:30][C:31]([O:34][CH3:35])=[CH:32][CH:33]=2)[C@H:24]1[CH2:36][OH:37]. The catalyst class is: 5. (3) Product: [O:25]1[CH2:26][CH2:27][CH:28]([CH2:29][NH:32][C:45](=[O:44])[O:19][C:15]2[CH:14]=[C:13]3[C:18](=[CH:17][CH:16]=2)[N:10]([CH2:9][C:4]2[CH:5]=[CH:6][CH:7]=[CH:8][N:3]=2)[CH2:11][C:12]3([CH3:21])[CH3:20])[CH2:23]1. The catalyst class is: 30. Reactant: Cl.Cl.[N:3]1[CH:8]=[CH:7][CH:6]=[CH:5][C:4]=1[CH2:9][N:10]1[C:18]2[C:13](=[CH:14][C:15]([OH:19])=[CH:16][CH:17]=2)[C:12]([CH3:21])([CH3:20])[CH2:11]1.Cl[C:23]([O:25][C:26]1C=C[C:29]([N+:32]([O-])=O)=[CH:28][CH:27]=1)=O.C(N(C(C)C)CC)(C)C.[O:44]1CCC(CN)[CH2:45]1. (4) Reactant: [C:1]([N:8]1[CH2:13][CH2:12][C:11](=O)[CH2:10][CH2:9]1)([O:3][C:4]([CH3:7])([CH3:6])[CH3:5])=[O:2].Cl.[F:16][C:17]([F:28])([F:27])[C:18]1[CH:19]=[C:20]([CH:24]=[CH:25][CH:26]=1)[CH2:21][O:22][NH2:23].C([O-])(=O)C.[Na+]. Product: [C:4]([O:3][C:1]([N:8]1[CH2:13][CH2:12][C:11](=[N:23][O:22][CH2:21][C:20]2[CH:24]=[CH:25][CH:26]=[C:18]([C:17]([F:16])([F:28])[F:27])[CH:19]=2)[CH2:10][CH2:9]1)=[O:2])([CH3:7])([CH3:6])[CH3:5]. The catalyst class is: 8. (5) The catalyst class is: 76. Product: [Br:30][C:11]1[CH:12]=[C:3]([C:1]#[N:2])[CH:4]=[C:5]2[C:10]=1[NH:9][CH2:8][CH:7]([NH:13][S:14]([C:17]1[CH:22]=[CH:21][CH:20]=[CH:19][CH:18]=1)(=[O:16])=[O:15])[CH2:6]2. Reactant: [C:1]([C:3]1[CH:4]=[C:5]2[C:10](=[CH:11][CH:12]=1)[NH:9][CH2:8][C@@H:7]([NH:13][S:14]([C:17]1[CH:22]=[CH:21][CH:20]=[CH:19][CH:18]=1)(=[O:16])=[O:15])[CH2:6]2)#[N:2].CO.C([O-])([O-])=O.[Ca+2].[Br-:30].[Br-].[Br-].C([N+](CC)(CC)CC)C1C=CC=CC=1.C([N+](CC)(CC)CC)C1C=CC=CC=1.C([N+](CC)(CC)CC)C1C=CC=CC=1. (6) Reactant: [NH2:1][C:2]1[CH:10]=[CH:9][C:8]2[N:7]([S:11]([CH2:14][CH3:15])(=[O:13])=[O:12])[C:6]3[CH2:16][CH2:17][N:18]([C:20]([O:22][C:23]([CH3:26])([CH3:25])[CH3:24])=[O:21])[CH2:19][C:5]=3[C:4]=2[CH:3]=1.[CH3:27][N:28]1[CH:32]=[C:31]([S:33](Cl)(=[O:35])=[O:34])[N:30]=[CH:29]1.C(N(CC)CC)C. Product: [CH2:14]([S:11]([N:7]1[C:8]2[CH:9]=[CH:10][C:2]([NH:1][S:33]([C:31]3[N:30]=[CH:29][N:28]([CH3:27])[CH:32]=3)(=[O:35])=[O:34])=[CH:3][C:4]=2[C:5]2[CH2:19][N:18]([C:20]([O:22][C:23]([CH3:25])([CH3:24])[CH3:26])=[O:21])[CH2:17][CH2:16][C:6]1=2)(=[O:13])=[O:12])[CH3:15]. The catalyst class is: 4. (7) Reactant: [C:1]1([CH2:7][CH2:8][CH:9]=[O:10])[CH:6]=[CH:5][CH:4]=[CH:3][CH:2]=1.[Br:11]Br. Product: [Br:11][CH:8]([CH2:7][C:1]1[CH:6]=[CH:5][CH:4]=[CH:3][CH:2]=1)[CH:9]=[O:10]. The catalyst class is: 4.